From a dataset of NCI-60 drug combinations with 297,098 pairs across 59 cell lines. Regression. Given two drug SMILES strings and cell line genomic features, predict the synergy score measuring deviation from expected non-interaction effect. (1) Drug 1: C1=CC(=CC=C1CCCC(=O)O)N(CCCl)CCCl. Drug 2: C1=CN(C=N1)CC(O)(P(=O)(O)O)P(=O)(O)O. Cell line: NCI/ADR-RES. Synergy scores: CSS=1.67, Synergy_ZIP=-7.79, Synergy_Bliss=-13.2, Synergy_Loewe=-15.8, Synergy_HSA=-12.9. (2) Drug 1: C1=CC(=CC=C1C#N)C(C2=CC=C(C=C2)C#N)N3C=NC=N3. Drug 2: CC1C(C(CC(O1)OC2CC(CC3=C2C(=C4C(=C3O)C(=O)C5=C(C4=O)C(=CC=C5)OC)O)(C(=O)CO)O)N)O.Cl. Cell line: RPMI-8226. Synergy scores: CSS=32.6, Synergy_ZIP=-2.56, Synergy_Bliss=-6.71, Synergy_Loewe=-25.3, Synergy_HSA=-7.42. (3) Drug 1: C1CC(C1)(C(=O)O)C(=O)O.[NH2-].[NH2-].[Pt+2]. Drug 2: CC1=C2C(C(=O)C3(C(CC4C(C3C(C(C2(C)C)(CC1OC(=O)C(C(C5=CC=CC=C5)NC(=O)C6=CC=CC=C6)O)O)OC(=O)C7=CC=CC=C7)(CO4)OC(=O)C)O)C)OC(=O)C. Cell line: IGROV1. Synergy scores: CSS=10.7, Synergy_ZIP=-4.18, Synergy_Bliss=-0.520, Synergy_Loewe=-3.16, Synergy_HSA=0.595. (4) Drug 1: CC1=C(C=C(C=C1)NC2=NC=CC(=N2)N(C)C3=CC4=NN(C(=C4C=C3)C)C)S(=O)(=O)N.Cl. Drug 2: CNC(=O)C1=CC=CC=C1SC2=CC3=C(C=C2)C(=NN3)C=CC4=CC=CC=N4. Cell line: UACC-257. Synergy scores: CSS=6.61, Synergy_ZIP=0.233, Synergy_Bliss=7.55, Synergy_Loewe=6.01, Synergy_HSA=6.18. (5) Drug 1: CC1C(C(CC(O1)OC2CC(CC3=C2C(=C4C(=C3O)C(=O)C5=C(C4=O)C(=CC=C5)OC)O)(C(=O)C)O)N)O.Cl. Drug 2: CC=C1C(=O)NC(C(=O)OC2CC(=O)NC(C(=O)NC(CSSCCC=C2)C(=O)N1)C(C)C)C(C)C. Cell line: CCRF-CEM. Synergy scores: CSS=53.3, Synergy_ZIP=0.869, Synergy_Bliss=-0.400, Synergy_Loewe=-8.30, Synergy_HSA=0.752. (6) Drug 1: CC(C)(C#N)C1=CC(=CC(=C1)CN2C=NC=N2)C(C)(C)C#N. Drug 2: CCC1=C2CN3C(=CC4=C(C3=O)COC(=O)C4(CC)O)C2=NC5=C1C=C(C=C5)O. Cell line: CAKI-1. Synergy scores: CSS=17.3, Synergy_ZIP=-5.09, Synergy_Bliss=-0.884, Synergy_Loewe=-18.4, Synergy_HSA=-4.53. (7) Cell line: HCT116. Synergy scores: CSS=-2.07, Synergy_ZIP=0.229, Synergy_Bliss=-1.39, Synergy_Loewe=-5.02, Synergy_HSA=-4.19. Drug 1: C1CCC(C1)C(CC#N)N2C=C(C=N2)C3=C4C=CNC4=NC=N3. Drug 2: CCCCCOC(=O)NC1=NC(=O)N(C=C1F)C2C(C(C(O2)C)O)O. (8) Drug 1: CC1C(C(CC(O1)OC2CC(OC(C2O)C)OC3=CC4=CC5=C(C(=O)C(C(C5)C(C(=O)C(C(C)O)O)OC)OC6CC(C(C(O6)C)O)OC7CC(C(C(O7)C)O)OC8CC(C(C(O8)C)O)(C)O)C(=C4C(=C3C)O)O)O)O. Drug 2: C1CN(P(=O)(OC1)NCCCl)CCCl. Cell line: OVCAR-4. Synergy scores: CSS=14.3, Synergy_ZIP=-1.26, Synergy_Bliss=-2.67, Synergy_Loewe=-51.3, Synergy_HSA=-1.63. (9) Drug 1: C1=CN(C(=O)N=C1N)C2C(C(C(O2)CO)O)O.Cl. Drug 2: C1CN1C2=NC(=NC(=N2)N3CC3)N4CC4. Cell line: DU-145. Synergy scores: CSS=76.2, Synergy_ZIP=-8.08, Synergy_Bliss=-7.32, Synergy_Loewe=-5.29, Synergy_HSA=-2.42.